This data is from TCR-epitope binding with 47,182 pairs between 192 epitopes and 23,139 TCRs. The task is: Binary Classification. Given a T-cell receptor sequence (or CDR3 region) and an epitope sequence, predict whether binding occurs between them. (1) The epitope is GLNKIVRMY. The TCR CDR3 sequence is CSARGWVSNNQETQYF. Result: 0 (the TCR does not bind to the epitope). (2) The epitope is HPVGEADYFEY. The TCR CDR3 sequence is CASSSRSGYEQYF. Result: 0 (the TCR does not bind to the epitope).